From a dataset of Forward reaction prediction with 1.9M reactions from USPTO patents (1976-2016). Predict the product of the given reaction. (1) Given the reactants Br[C:2]1[N:7]2[N:8]=[CH:9][N:10]=[C:6]2[C:5]([NH:11][C:12]2[CH:17]=[CH:16][C:15]([N:18]3[CH2:23][CH2:22][N:21]([CH3:24])[CH2:20][CH2:19]3)=[CH:14][CH:13]=2)=[N:4][CH:3]=1.[CH3:25][O:26][C:27]1[CH:32]=[C:31](B(O)O)[CH:30]=[CH:29][N:28]=1.C([O-])([O-])=O.[Na+].[Na+], predict the reaction product. The product is: [CH3:25][O:26][C:27]1[CH:32]=[C:31]([C:2]2[N:7]3[N:8]=[CH:9][N:10]=[C:6]3[C:5]([NH:11][C:12]3[CH:17]=[CH:16][C:15]([N:18]4[CH2:23][CH2:22][N:21]([CH3:24])[CH2:20][CH2:19]4)=[CH:14][CH:13]=3)=[N:4][CH:3]=2)[CH:30]=[CH:29][N:28]=1. (2) Given the reactants [C:1](N)(=O)[CH2:2][CH2:3]C(N)=O.CCN([CH:15]([CH3:17])[CH3:16])C(C)C.[C:18]([O-:25])(=[O:24])[CH2:19][CH2:20][C:21]([O-:23])=[O:22].CN(C(ON1N=NC2C=CC=NC1=2)=[N+](C)C)C.F[P-](F)(F)(F)(F)F, predict the reaction product. The product is: [CH2:3]([O:22][C:21](=[O:23])[CH2:20][CH2:19][C:18]([O:25][CH2:17][CH:15]=[CH2:16])=[O:24])[CH:2]=[CH2:1]. (3) Given the reactants [N:1]1[NH:2][N:3]=[N:4][C:5]=1[CH:6]([C:12]1[CH:17]=[CH:16][CH:15]=[CH:14][CH:13]=1)[C:7]([O:9][CH2:10][CH3:11])=[O:8].C(N(CC)CC)C.[CH2:25](Br)[CH2:26][CH2:27][CH2:28][CH2:29][CH2:30][CH2:31][CH2:32][CH2:33][CH2:34][CH2:35][CH3:36], predict the reaction product. The product is: [CH2:36]([N:3]1[N:2]=[N:1][C:5]([CH:6]([C:12]2[CH:17]=[CH:16][CH:15]=[CH:14][CH:13]=2)[C:7]([O:9][CH2:10][CH3:11])=[O:8])=[N:4]1)[CH2:35][CH2:34][CH2:33][CH2:32][CH2:31][CH2:30][CH2:29][CH2:28][CH2:27][CH2:26][CH3:25]. (4) Given the reactants C([O:3][C:4](=[O:26])[C:5]([O:15][C:16]1[CH:21]=[CH:20][CH:19]=[C:18]([C:22]([CH3:25])([CH3:24])[CH3:23])[CH:17]=1)([CH3:14])[CH2:6][C:7]1[CH:12]=[CH:11][C:10](O)=[CH:9][CH:8]=1)C.[CH3:27][C:28]1[O:32][C:31]([C:33]2[CH:38]=[CH:37][C:36]([C:39]3[S:40][CH:41]=[CH:42][CH:43]=3)=[CH:35][CH:34]=2)=[N:30][C:29]=1[CH2:44][CH2:45][O:46]S(C1C(C)=CC=CC=1)(=O)=O.C([O-])([O-])=O.[K+].[K+].[OH-].[Na+], predict the reaction product. The product is: [C:22]([C:18]1[CH:17]=[C:16]([CH:21]=[CH:20][CH:19]=1)[O:15][C:5]([CH3:14])([CH2:6][C:7]1[CH:8]=[CH:9][C:10]([O:46][CH2:45][CH2:44][C:29]2[N:30]=[C:31]([C:33]3[CH:34]=[CH:35][C:36]([C:39]4[S:40][CH:41]=[CH:42][CH:43]=4)=[CH:37][CH:38]=3)[O:32][C:28]=2[CH3:27])=[CH:11][CH:12]=1)[C:4]([OH:26])=[O:3])([CH3:25])([CH3:23])[CH3:24].